Dataset: Reaction yield outcomes from USPTO patents with 853,638 reactions. Task: Predict the reaction yield, written as a fraction of the theoretical maximum amount of product (1.0 means a 100% yield; for example, 0.34 means a 34% yield). (1) The reactants are [Cl-].[Al+3].[Cl-].[Cl-].[Cl:5][CH2:6][C:7](Cl)=[O:8].[NH:10]1[C:18]2[C:13](=[CH:14][CH:15]=[CH:16][CH:17]=2)[CH2:12][C:11]1=[O:19]. The catalyst is C(=S)=S. The product is [Cl:5][CH2:6][C:7]([C:15]1[CH:14]=[C:13]2[C:18](=[CH:17][CH:16]=1)[NH:10][C:11](=[O:19])[CH2:12]2)=[O:8]. The yield is 0.970. (2) The reactants are [Cl:1][C:2]1[CH:3]=[CH:4][CH:5]=[C:6]2[C:11]=1[C:10](=[O:12])[N:9]([CH2:13][C:14]1[CH:19]=[CH:18][C:17]([CH3:20])=[CH:16][C:15]=1[CH3:21])[C:8](OS(C(F)(F)F)(=O)=O)=[CH:7]2.[O:30]([C:37]1[CH:42]=[CH:41][C:40](B(O)O)=[CH:39][CH:38]=1)[C:31]1[CH:36]=[CH:35][CH:34]=[CH:33][CH:32]=1.C1([As](C2C=CC=CC=2)C2C=CC=CC=2)C=CC=CC=1.C(=O)([O-])[O-].[Na+].[Na+]. The catalyst is C1COCC1.CCOCC.O.[Pd](Cl)Cl.C(#N)C.C(#N)C. The product is [Cl:1][C:2]1[CH:3]=[CH:4][CH:5]=[C:6]2[C:11]=1[C:10](=[O:12])[N:9]([CH2:13][C:14]1[CH:19]=[CH:18][C:17]([CH3:20])=[CH:16][C:15]=1[CH3:21])[C:8]([C:40]1[CH:41]=[CH:42][C:37]([O:30][C:31]3[CH:36]=[CH:35][CH:34]=[CH:33][CH:32]=3)=[CH:38][CH:39]=1)=[CH:7]2. The yield is 0.630. (3) The reactants are [CH3:1][O:2][C:3](=[O:15])[CH2:4][C:5]1[C:10]([C:11]#[N:12])=[CH:9][C:8]([F:13])=[C:7](O)[N:6]=1.O=P(Cl)(Cl)[Cl:18]. No catalyst specified. The product is [CH3:1][O:2][C:3](=[O:15])[CH2:4][C:5]1[C:10]([C:11]#[N:12])=[CH:9][C:8]([F:13])=[C:7]([Cl:18])[N:6]=1. The yield is 0.960. (4) The product is [Cl:1][C:2]1[CH:7]=[C:6]([Cl:8])[CH:5]=[CH:4][C:3]=1[C:9](=[O:12])[CH2:10][C:14]1[NH:13][CH:17]=[CH:16][N:15]=1. The catalyst is CC#N.ClCCl.O. The reactants are [Cl:1][C:2]1[CH:7]=[C:6]([Cl:8])[CH:5]=[CH:4][C:3]=1[C:9](=[O:12])[CH2:10]Cl.[NH:13]1[CH:17]=[CH:16][N:15]=[CH:14]1. The yield is 0.900.